Dataset: Full USPTO retrosynthesis dataset with 1.9M reactions from patents (1976-2016). Task: Predict the reactants needed to synthesize the given product. (1) Given the product [CH2:1]([O:8][C:9]1[CH:14]=[CH:13][C:12]([B:17]([OH:22])[OH:18])=[CH:11][C:10]=1[F:16])[C:2]1[CH:7]=[CH:6][CH:5]=[CH:4][CH:3]=1, predict the reactants needed to synthesize it. The reactants are: [CH2:1]([O:8][C:9]1[CH:14]=[CH:13][C:12](Br)=[CH:11][C:10]=1[F:16])[C:2]1[CH:7]=[CH:6][CH:5]=[CH:4][CH:3]=1.[B:17](OC(C)C)([O:22]C(C)C)[O:18]C(C)C.C([Li])CCC.Cl. (2) Given the product [Cl:11][C:5]1[CH:6]=[C:7]([N+:8]([O-:10])=[O:9])[C:2]([O:12][C:13]2[CH:22]=[CH:21][CH:20]=[CH:19][C:14]=2[C:15]([O:17][CH3:18])=[O:16])=[N:3][CH:4]=1, predict the reactants needed to synthesize it. The reactants are: Cl[C:2]1[C:7]([N+:8]([O-:10])=[O:9])=[CH:6][C:5]([Cl:11])=[CH:4][N:3]=1.[OH:12][C:13]1[CH:22]=[CH:21][CH:20]=[CH:19][C:14]=1[C:15]([O:17][CH3:18])=[O:16].C(=O)([O-])[O-].[K+].[K+]. (3) Given the product [CH3:34][N:30]([CH2:29][CH2:28][O:27][C:25]1[CH:24]=[CH:23][CH:22]=[C:21]2[C:26]=1[C:17]([NH:16][C:13]1[CH:14]=[CH:15][C:10]([O:9][CH2:2][C:3]3[CH:7]=[C:6]([CH3:8])[O:5][N:4]=3)=[C:11]([CH3:35])[CH:12]=1)=[N:18][CH:19]=[N:20]2)[C:31](=[O:33])[CH3:32], predict the reactants needed to synthesize it. The reactants are: Cl[CH2:2][C:3]1[CH:7]=[C:6]([CH3:8])[O:5][N:4]=1.[OH:9][C:10]1[CH:15]=[CH:14][C:13]([NH:16][C:17]2[C:26]3[C:21](=[CH:22][CH:23]=[CH:24][C:25]=3[O:27][CH2:28][CH2:29][N:30]([CH3:34])[C:31](=[O:33])[CH3:32])[N:20]=[CH:19][N:18]=2)=[CH:12][C:11]=1[CH3:35]. (4) Given the product [ClH:30].[C:1]([C:3]1[CH:4]=[N:5][C:6]([NH:9][C:10]2[CH:25]=[C:24]([NH:26][CH:27]([CH3:29])[CH3:28])[C:13]([C:14]([NH:16][CH2:17][C@@H:18]([F:23])[C:19]([OH:22])([CH3:21])[CH3:20])=[O:15])=[CH:12][N:11]=2)=[N:7][CH:8]=1)#[N:2], predict the reactants needed to synthesize it. The reactants are: [C:1]([C:3]1[CH:4]=[N:5][C:6]([NH:9][C:10]2[CH:25]=[C:24]([NH:26][CH:27]([CH3:29])[CH3:28])[C:13]([C:14]([NH:16][CH2:17][C@@H:18]([F:23])[C:19]([OH:22])([CH3:21])[CH3:20])=[O:15])=[CH:12][N:11]=2)=[N:7][CH:8]=1)#[N:2].[ClH:30].